The task is: Predict the reaction yield, written as a fraction of the theoretical maximum amount of product (1.0 means a 100% yield; for example, 0.34 means a 34% yield).. This data is from Reaction yield outcomes from USPTO patents with 853,638 reactions. The reactants are [NH2:1][C:2]1[C:16]([Br:17])=[CH:15][C:5]([C:6]([C@@H:8]2[CH2:10][C@H:9]2[C:11]([O:13]C)=[O:12])=[O:7])=[CH:4][C:3]=1[Br:18].O.[OH-].[Li+].[K+].[Br-]. The catalyst is O.O1CCCC1. The product is [NH2:1][C:2]1[C:3]([Br:18])=[CH:4][C:5]([C:6]([C@@H:8]2[CH2:10][C@H:9]2[C:11]([OH:13])=[O:12])=[O:7])=[CH:15][C:16]=1[Br:17]. The yield is 0.760.